From a dataset of Forward reaction prediction with 1.9M reactions from USPTO patents (1976-2016). Predict the product of the given reaction. (1) The product is: [F:18][C:17]1[C:12]2[N:13]([C:9]([C:4]3[CH:5]=[CH:6][C:7]([F:8])=[C:2]([C:30]4[CH:29]=[CH:28][CH:27]=[C:26]5[C:31]=4[CH:32]=[CH:33][C:24]([CH3:23])=[N:25]5)[CH:3]=3)=[CH:10][N:11]=2)[CH:14]=[CH:15][C:16]=1[C:19]([OH:22])([CH3:21])[CH3:20]. Given the reactants Cl[C:2]1[CH:3]=[C:4]([C:9]2[N:13]3[CH:14]=[CH:15][C:16]([C:19]([OH:22])([CH3:21])[CH3:20])=[C:17]([F:18])[C:12]3=[N:11][CH:10]=2)[CH:5]=[CH:6][C:7]=1[F:8].[CH3:23][C:24]1[CH:33]=[CH:32][C:31]2[C:30](B(O)O)=[CH:29][CH:28]=[CH:27][C:26]=2[N:25]=1, predict the reaction product. (2) Given the reactants [CH2:1]([O:3][CH:4]([O:15][CH2:16][CH3:17])[CH2:5][CH2:6][NH:7][C:8](=[O:14])[CH2:9][CH2:10][CH2:11][CH2:12]Cl)[CH3:2].C[Si](C)(C)[N-][Si](C)(C)C.[Li+].CCOC(C)=O.OS([O-])(=O)=O.[Na+], predict the reaction product. The product is: [CH2:1]([O:3][CH:4]([O:15][CH2:16][CH3:17])[CH2:5][CH2:6][N:7]1[CH2:12][CH2:11][CH2:10][CH2:9][C:8]1=[O:14])[CH3:2].